Dataset: Catalyst prediction with 721,799 reactions and 888 catalyst types from USPTO. Task: Predict which catalyst facilitates the given reaction. (1) Product: [CH:17]([C:14]1[CH:13]=[CH:12][C:11]([CH:7]2[C:6]3[C:5]([CH3:20])=[C:4]([NH:21][C:22](=[O:28])[CH2:23][C:24]([CH3:26])([CH3:25])[CH3:27])[C:3]([CH3:29])=[C:2]([C:35]4[CH:36]=[N:37][C:32]([O:31][CH3:30])=[CH:33][CH:34]=4)[C:10]=3[O:9][CH2:8]2)=[CH:16][CH:15]=1)([CH3:18])[CH3:19]. The catalyst class is: 195. Reactant: Br[C:2]1[C:10]2[O:9][CH2:8][CH:7]([C:11]3[CH:16]=[CH:15][C:14]([CH:17]([CH3:19])[CH3:18])=[CH:13][CH:12]=3)[C:6]=2[C:5]([CH3:20])=[C:4]([NH:21][C:22](=[O:28])[CH2:23][C:24]([CH3:27])([CH3:26])[CH3:25])[C:3]=1[CH3:29].[CH3:30][O:31][C:32]1[N:37]=[CH:36][C:35](B(O)O)=[CH:34][CH:33]=1. (2) Reactant: Cl[C:2]1[C:7]([N+:8]([O-:10])=[O:9])=[CH:6][CH:5]=[CH:4][N:3]=1.[Cl-].[CH3:12][Zn+].O. Product: [CH3:12][C:2]1[C:7]([N+:8]([O-:10])=[O:9])=[CH:6][CH:5]=[CH:4][N:3]=1. The catalyst class is: 602. (3) Reactant: CC(O)C.[CH2:5]([O:12][C:13]1[CH:14]=[C:15]([C:21]2[N:22]=[C:23]([CH:31]3[CH2:34][CH2:33][CH2:32]3)[N:24]3[CH:29]=[CH:28][N:27]=[C:26](Cl)[C:25]=23)[CH:16]=[CH:17][C:18]=1[O:19][CH3:20])[C:6]1[CH:11]=[CH:10][CH:9]=[CH:8][CH:7]=1.[NH3:35]. Product: [CH2:5]([O:12][C:13]1[CH:14]=[C:15]([C:21]2[N:22]=[C:23]([CH:31]3[CH2:34][CH2:33][CH2:32]3)[N:24]3[CH:29]=[CH:28][N:27]=[C:26]([NH2:35])[C:25]=23)[CH:16]=[CH:17][C:18]=1[O:19][CH3:20])[C:6]1[CH:11]=[CH:10][CH:9]=[CH:8][CH:7]=1. The catalyst class is: 2. (4) Reactant: [C:1]([CH2:9][CH2:10][CH2:11][C:12]([OH:14])=[O:13])(=[O:8])[C:2]1[CH:7]=[CH:6][CH:5]=[CH:4][CH:3]=1.O1CCOCC1.BrBr.C([O-])(O)=O.[Na+]. Product: [C:1]([CH:9]1[O:13][C:12](=[O:14])[CH2:11][CH2:10]1)(=[O:8])[C:2]1[CH:7]=[CH:6][CH:5]=[CH:4][CH:3]=1. The catalyst class is: 28. (5) Reactant: [CH3:1][C:2]1([C:21]([OH:23])=O)[CH2:17][C:10]2([N+:18]([O-:20])=[O:19])[C:11]3[C:16]([CH:3]1[C:4]1[C:9]2=[CH:8][CH:7]=[CH:6][CH:5]=1)=[CH:15][CH:14]=[CH:13][CH:12]=3.ON1C2C=CC=CC=2N=N1.C(N(C(C)C)C(C)C)C.CCN=C=NCCCN(C)C.[Br:54][C:55]1[CH:60]=[CH:59][C:58]([C:61]([C:64]2[NH:68][N:67]=[C:66]([NH2:69])[N:65]=2)([CH3:63])[CH3:62])=[CH:57][CH:56]=1. Product: [Br:54][C:55]1[CH:60]=[CH:59][C:58]([C:61]([C:64]2[N:65]=[C:66]([NH2:69])[N:67]([C:21]([C:2]3([CH3:1])[CH2:17][C:10]4([N+:18]([O-:20])=[O:19])[C:9]5[C:4]([CH:3]3[C:16]3[C:11]4=[CH:12][CH:13]=[CH:14][CH:15]=3)=[CH:5][CH:6]=[CH:7][CH:8]=5)=[O:23])[N:68]=2)([CH3:63])[CH3:62])=[CH:57][CH:56]=1. The catalyst class is: 10. (6) Reactant: Cl.C([O:4][C:5](=[O:9])[CH2:6][CH2:7][NH2:8])C.[CH:10](=O)[C:11]1[CH:16]=[CH:15][CH:14]=[CH:13][CH:12]=1. Product: [CH2:10]([NH:8][CH2:7][CH2:6][C:5]([OH:4])=[O:9])[C:11]1[CH:16]=[CH:15][CH:14]=[CH:13][CH:12]=1. The catalyst class is: 11.